From a dataset of NCI-60 drug combinations with 297,098 pairs across 59 cell lines. Regression. Given two drug SMILES strings and cell line genomic features, predict the synergy score measuring deviation from expected non-interaction effect. Drug 1: CC1=C(C(CCC1)(C)C)C=CC(=CC=CC(=CC(=O)O)C)C. Drug 2: C1C(C(OC1N2C=NC(=NC2=O)N)CO)O. Cell line: T-47D. Synergy scores: CSS=6.56, Synergy_ZIP=0.185, Synergy_Bliss=4.16, Synergy_Loewe=0.0410, Synergy_HSA=0.684.